Dataset: Forward reaction prediction with 1.9M reactions from USPTO patents (1976-2016). Task: Predict the product of the given reaction. Given the reactants [CH2:1]([N:3]([CH2:37][CH3:38])[C:4]([C:6]1[CH:15]=[CH:14][C:13]2[C:8](=[CH:9][CH:10]=[CH:11][C:12]=2[N:16]=[CH:17][C:18]([OH:36])([C:32]([F:35])([F:34])[F:33])[CH2:19][C:20]([C:23]2[CH:28]=[C:27]([F:29])[CH:26]=[CH:25][C:24]=2[O:30][CH3:31])([CH3:22])[CH3:21])[N:7]=1)=[O:5])[CH3:2].[BH4-].[Na+].[Cl-].[Na+].C(OCC)(=O)C, predict the reaction product. The product is: [CH2:37]([N:3]([CH2:1][CH3:2])[C:4]([C:6]1[CH:15]=[CH:14][C:13]2[C:8](=[CH:9][CH:10]=[CH:11][C:12]=2[NH:16][CH2:17][C:18]([OH:36])([C:32]([F:34])([F:33])[F:35])[CH2:19][C:20]([C:23]2[CH:28]=[C:27]([F:29])[CH:26]=[CH:25][C:24]=2[O:30][CH3:31])([CH3:21])[CH3:22])[N:7]=1)=[O:5])[CH3:38].